This data is from Reaction yield outcomes from USPTO patents with 853,638 reactions. The task is: Predict the reaction yield, written as a fraction of the theoretical maximum amount of product (1.0 means a 100% yield; for example, 0.34 means a 34% yield). (1) The reactants are [CH3:1][N:2]1[CH2:7][CH2:6][NH:5][CH2:4][CH2:3]1.F[C:9]1[C:14]([N+:15]([O-:17])=[O:16])=[CH:13][C:12]([NH:18][C:19]2[N:24]=[C:23]([C:25]3[C:33]4[C:28](=[CH:29][CH:30]=[CH:31][CH:32]=4)[NH:27][CH:26]=3)[CH:22]=[CH:21][N:20]=2)=[C:11]([O:34][CH3:35])[CH:10]=1.C(O)C(F)(F)F. No catalyst specified. The product is [NH:27]1[C:28]2[C:33](=[CH:32][CH:31]=[CH:30][CH:29]=2)[C:25]([C:23]2[CH:22]=[CH:21][N:20]=[C:19]([NH:18][C:12]3[CH:13]=[C:14]([N+:15]([O-:17])=[O:16])[C:9]([N:5]4[CH2:6][CH2:7][N:2]([CH3:1])[CH2:3][CH2:4]4)=[CH:10][C:11]=3[O:34][CH3:35])[N:24]=2)=[CH:26]1. The yield is 0.330. (2) The reactants are [F:1][C:2]1[CH:7]=[CH:6][CH:5]=[C:4]([F:8])[C:3]=1[N:9]1[C:14]2[N:15]=[C:16](S(C)=O)[N:17]=[C:18]([C:19]3[CH:20]=[C:21]([CH:28]=[CH:29][C:30]=3[CH3:31])[C:22]([NH:24][CH2:25][CH2:26][CH3:27])=[O:23])[C:13]=2[CH2:12][NH:11][C:10]1=[O:35].[CH2:36]([N:40]([CH2:45][CH2:46][CH2:47][CH3:48])[CH2:41][CH2:42][CH2:43][NH2:44])[CH2:37][CH2:38][CH3:39]. The catalyst is C(Cl)Cl. The product is [CH2:36]([N:40]([CH2:45][CH2:46][CH2:47][CH3:48])[CH2:41][CH2:42][CH2:43][NH:44][C:16]1[N:17]=[C:18]([C:19]2[CH:20]=[C:21]([CH:28]=[CH:29][C:30]=2[CH3:31])[C:22]([NH:24][CH2:25][CH2:26][CH3:27])=[O:23])[C:13]2[CH2:12][NH:11][C:10](=[O:35])[N:9]([C:3]3[C:2]([F:1])=[CH:7][CH:6]=[CH:5][C:4]=3[F:8])[C:14]=2[N:15]=1)[CH2:37][CH2:38][CH3:39]. The yield is 0.830. (3) The reactants are [CH2:1]([O:3][C:4](=[O:18])[C:5]1[CH:10]=[C:9]([N+:11]([O-:13])=[O:12])[CH:8]=[C:7]([N+:14]([O-:16])=[O:15])[C:6]=1[CH3:17])[CH3:2].CO[CH:21]([N:24]([CH3:26])[CH3:25])OC. The catalyst is CN(C=O)C. The product is [CH2:1]([O:3][C:4](=[O:18])[C:5]1[CH:10]=[C:9]([N+:11]([O-:13])=[O:12])[CH:8]=[C:7]([N+:14]([O-:16])=[O:15])[C:6]=1[CH:17]=[CH:21][N:24]([CH3:26])[CH3:25])[CH3:2]. The yield is 0.480. (4) The yield is 0.870. The catalyst is CN(C)C=O. The reactants are Cl[CH2:2][CH2:3][CH2:4][O:5][C:6]1[CH:15]=[C:14]2[C:9]([C:10]([O:16][C:17]3[CH:22]=[CH:21][C:20]([CH3:23])=[CH:19][C:18]=3[C:24]([C:26]3[CH:31]=[CH:30][CH:29]=[CH:28][CH:27]=3)=[O:25])=[CH:11][CH:12]=[N:13]2)=[CH:8][C:7]=1[O:32][CH3:33].[NH:34]1[CH:38]=[CH:37][N:36]=[CH:35]1.[C:39](=O)([O-])[O-:40].[K+].[K+].O. The product is [N:34]1([C:39]([CH2:2][CH2:3][CH2:4][O:5][C:6]2[CH:15]=[C:14]3[C:9]([C:10]([O:16][C:17]4[CH:22]=[CH:21][C:20]([CH3:23])=[CH:19][C:18]=4[C:24]([C:26]4[CH:31]=[CH:30][CH:29]=[CH:28][CH:27]=4)=[O:25])=[CH:11][CH:12]=[N:13]3)=[CH:8][C:7]=2[O:32][CH3:33])=[O:40])[CH:38]=[CH:37][N:36]=[CH:35]1. (5) The reactants are [F:1][C:2]([F:17])([F:16])[C:3]1[CH:4]=[CH:5][C:6]([C:9]2[CH:14]=[CH:13][NH:12][C:11](=[O:15])[CH:10]=2)=[N:7][CH:8]=1.Br[C:19]1[CH:20]=[CH:21][C:22]2[C:23]3[CH2:41][N:40]([C:42]([O:44][C:45]([CH3:48])([CH3:47])[CH3:46])=[O:43])[CH2:39][CH2:38][C:24]=3[N:25]([S:28]([C:31]3[CH:37]=[CH:36][C:34]([CH3:35])=[CH:33][CH:32]=3)(=[O:30])=[O:29])[C:26]=2[CH:27]=1. No catalyst specified. The product is [O:15]=[C:11]1[CH:10]=[C:9]([C:6]2[CH:5]=[CH:4][C:3]([C:2]([F:1])([F:16])[F:17])=[CH:8][N:7]=2)[CH:14]=[CH:13][N:12]1[C:19]1[CH:20]=[CH:21][C:22]2[C:23]3[CH2:41][N:40]([C:42]([O:44][C:45]([CH3:48])([CH3:47])[CH3:46])=[O:43])[CH2:39][CH2:38][C:24]=3[N:25]([S:28]([C:31]3[CH:32]=[CH:33][C:34]([CH3:35])=[CH:36][CH:37]=3)(=[O:30])=[O:29])[C:26]=2[CH:27]=1. The yield is 0.340. (6) The reactants are [Cl:1][C:2]1[C:7]2[O:8][C:9]3[CH2:14][CH2:13][N:12](CC4C=CC(OC)=CC=4)[CH:11]([CH2:24][F:25])[C:10]=3[C:6]=2[CH:5]=[C:4]([S:26]([C:29]2[CH:34]=[CH:33][CH:32]=[CH:31][CH:30]=2)(=[O:28])=[O:27])[CH:3]=1. The catalyst is O.CC(C)=O.C(OCC)(=O)C. The product is [Cl:1][C:2]1[C:7]2[O:8][C:9]3[CH2:14][CH2:13][NH:12][CH:11]([CH2:24][F:25])[C:10]=3[C:6]=2[CH:5]=[C:4]([S:26]([C:29]2[CH:34]=[CH:33][CH:32]=[CH:31][CH:30]=2)(=[O:27])=[O:28])[CH:3]=1. The yield is 0.120. (7) The reactants are I[C:2]1[CH:7]=[CH:6][C:5]([N+:8]([O-:10])=[O:9])=[CH:4][CH:3]=1.[CH3:11][C:12]1[C:13](=[O:18])[NH:14][CH:15]=[CH:16][CH:17]=1.[O-]P([O-])([O-])=O.[K+].[K+].[K+].N[C@@H]1CCCC[C@H]1N. The catalyst is CCOC(C)=O.[Cu]I.O1CCOCC1. The product is [CH3:11][C:12]1[C:13](=[O:18])[N:14]([C:2]2[CH:7]=[CH:6][C:5]([N+:8]([O-:10])=[O:9])=[CH:4][CH:3]=2)[CH:15]=[CH:16][CH:17]=1. The yield is 0.360.